The task is: Predict the reactants needed to synthesize the given product.. This data is from Full USPTO retrosynthesis dataset with 1.9M reactions from patents (1976-2016). (1) Given the product [O:34]=[C:24]1[C:32]2[C:27](=[CH:28][CH:29]=[CH:30][CH:31]=2)[C:26](=[O:33])[N:25]1[C@@H:12]([C:4]1[CH:5]=[CH:6][C:7]([C:8]([F:11])([F:10])[F:9])=[C:2]([F:1])[CH:3]=1)[CH2:13][N:14]([CH3:22])[C:15](=[O:21])[O:16][C:17]([CH3:20])([CH3:19])[CH3:18], predict the reactants needed to synthesize it. The reactants are: [F:1][C:2]1[CH:3]=[C:4]([C@@H:12](O)[CH2:13][N:14]([CH3:22])[C:15](=[O:21])[O:16][C:17]([CH3:20])([CH3:19])[CH3:18])[CH:5]=[CH:6][C:7]=1[C:8]([F:11])([F:10])[F:9].[C:24]1(=[O:34])[C:32]2[C:27](=[CH:28][CH:29]=[CH:30][CH:31]=2)[C:26](=[O:33])[NH:25]1.C1C=CC(P(C2C=CC=CC=2)C2C=CC=CC=2)=CC=1.CCOC(/N=N/C(OCC)=O)=O. (2) Given the product [F:1][C:2]1[CH:33]=[CH:32][C:5]([C:6]([NH:8][C@H:9]2[C:17]3[C:12](=[CH:13][CH:14]=[C:15]([N:18]4[CH2:23][CH2:22][N:21]([CH:37]5[CH2:38][O:35][CH2:36]5)[CH2:20][CH2:19]4)[CH:16]=3)[CH2:11][C@@H:10]2[OH:31])=[O:7])=[CH:4][CH:3]=1, predict the reactants needed to synthesize it. The reactants are: [F:1][C:2]1[CH:33]=[CH:32][C:5]([C:6]([NH:8][C@H:9]2[C:17]3[C:12](=[CH:13][CH:14]=[C:15]([N:18]4[CH2:23][CH2:22][N:21](C(OC(C)(C)C)=O)[CH2:20][CH2:19]4)[CH:16]=3)[CH2:11][C@@H:10]2[OH:31])=[O:7])=[CH:4][CH:3]=1.Cl.[O:35]1[CH2:38][C:37](=O)[CH2:36]1.C(O)(=O)C.C([BH3-])#N.[Na+].C(=O)(O)[O-].[Na+]. (3) Given the product [N:41]1([C:2]2[CH:7]=[C:6]([C:8]([NH:10][C:11]3[CH:12]=[C:13]([CH:29]=[CH:30][CH:31]=3)[CH2:14][NH:15][C:16]3[C:25]4[C:20](=[C:21]([C:26]([NH2:28])=[O:27])[CH:22]=[CH:23][CH:24]=4)[N:19]=[CH:18][N:17]=3)=[O:9])[CH:5]=[CH:4][N:3]=2)[CH2:45][CH2:44][CH2:43][CH2:42]1, predict the reactants needed to synthesize it. The reactants are: Cl[C:2]1[CH:7]=[C:6]([C:8]([NH:10][C:11]2[CH:12]=[C:13]([CH:29]=[CH:30][CH:31]=2)[CH2:14][NH:15][C:16]2[C:25]3[C:20](=[C:21]([C:26]([NH2:28])=[O:27])[CH:22]=[CH:23][CH:24]=3)[N:19]=[CH:18][N:17]=2)=[O:9])[CH:5]=[CH:4][N:3]=1.CC(O)(C)C.CS(C)=O.[NH:41]1[CH2:45][CH2:44][CH2:43][CH2:42]1. (4) The reactants are: [NH2:1][C:2]1[C:7]([NH2:8])=[C:6]([C:9]2[CH:27]=[CH:26][C:12]([CH2:13][NH:14][C:15]([C:17]3[O:21][N:20]=[C:19]([C:22]([CH3:25])([CH3:24])[CH3:23])[N:18]=3)=[O:16])=[C:11]([F:28])[CH:10]=2)[CH:5]=[CH:4][N:3]=1.[F:29][C:30]([F:35])([F:34])[C:31](O)=O.CCN(C(C)C)C(C)C.C(P1(=O)OP(=O)(CCC)OP(=O)(CCC)O1)CC. Given the product [F:28][C:11]1[CH:10]=[C:9]([C:6]2[CH:5]=[CH:4][N:3]=[C:2]3[NH:1][C:31]([C:30]([F:35])([F:34])[F:29])=[N:8][C:7]=23)[CH:27]=[CH:26][C:12]=1[CH2:13][NH:14][C:15]([C:17]1[O:21][N:20]=[C:19]([C:22]([CH3:23])([CH3:24])[CH3:25])[N:18]=1)=[O:16], predict the reactants needed to synthesize it. (5) Given the product [C:2]([C:6]1[O:10][N:9]=[C:8]([NH:11][C:12](=[O:35])[NH:13][C:14]2[CH:19]=[CH:18][C:17]([NH:20][C:21](=[O:34])[C:22]3[CH:27]=[CH:26][C:25]([O:28][CH:29]4[CH2:33][CH2:32][N:31]([CH:39]([CH3:40])[CH3:38])[CH2:30]4)=[CH:24][N:23]=3)=[CH:16][CH:15]=2)[CH:7]=1)([CH3:5])([CH3:3])[CH3:4], predict the reactants needed to synthesize it. The reactants are: Cl.[C:2]([C:6]1[O:10][N:9]=[C:8]([NH:11][C:12](=[O:35])[NH:13][C:14]2[CH:19]=[CH:18][C:17]([NH:20][C:21](=[O:34])[C:22]3[CH:27]=[CH:26][C:25]([O:28][CH:29]4[CH2:33][CH2:32][NH:31][CH2:30]4)=[CH:24][N:23]=3)=[CH:16][CH:15]=2)[CH:7]=1)([CH3:5])([CH3:4])[CH3:3].Cl.F[CH2:38][C:39](C1ON=C(NC(=O)NC2C=CC(NC(=O)C3C=CC(OC4CCNCC4)=CN=3)=CC=2)C=1)(C)[CH2:40]F. (6) Given the product [CH2:12]([O:11][C:9](=[O:10])[CH2:8][C:3]1[CH:4]=[CH:5][CH:6]=[CH:7][C:2]=1/[CH:16]=[CH:15]/[C:14]([O:18][C:19]([CH3:22])([CH3:21])[CH3:20])=[O:17])[CH3:13], predict the reactants needed to synthesize it. The reactants are: Br[C:2]1[CH:7]=[CH:6][CH:5]=[CH:4][C:3]=1[CH2:8][C:9]([O:11][CH2:12][CH3:13])=[O:10].[C:14]([O:18][C:19]([CH3:22])([CH3:21])[CH3:20])(=[O:17])[CH:15]=[CH2:16].C1(C(N)C2CCCCC2)CCCCC1.C(P(C(C)(C)C)C(C)(C)C)(C)(C)C. (7) Given the product [NH:35]1[CH:36]=[CH:37][N:38]=[C:34]1[C:31]1[CH:32]=[CH:33][C:28]([C:27]2[CH:26]=[N:25][N:22]3[CH:23]=[CH:24][C:19]([N:13]4[C@@H:14]([CH:16]([CH3:18])[CH3:17])[CH2:15][O:47][C:12]4=[O:51])=[N:20][C:21]=23)=[CH:29][CH:30]=1, predict the reactants needed to synthesize it. The reactants are: [Si](OCCN1[CH2:15][C@H:14]([CH:16]([CH3:18])[CH3:17])[N:13]([C:19]2[CH:24]=[CH:23][N:22]3[N:25]=[CH:26][C:27]([C:28]4[CH:33]=[CH:32][C:31]([C:34]5[N:35](COCC[Si](C)(C)C)[CH:36]=[CH:37][N:38]=5)=[CH:30][CH:29]=4)=[C:21]3[N:20]=2)[C:12]1=[O:47])(C(C)(C)C)(C)C.FC(F)(F)C(O)=[O:51].